From a dataset of Peptide-MHC class II binding affinity with 134,281 pairs from IEDB. Regression. Given a peptide amino acid sequence and an MHC pseudo amino acid sequence, predict their binding affinity value. This is MHC class II binding data. The peptide sequence is RKELLVTFKNAHAKK. The MHC is DRB1_0701 with pseudo-sequence DRB1_0701. The binding affinity (normalized) is 0.239.